This data is from Reaction yield outcomes from USPTO patents with 853,638 reactions. The task is: Predict the reaction yield, written as a fraction of the theoretical maximum amount of product (1.0 means a 100% yield; for example, 0.34 means a 34% yield). (1) The reactants are [CH3:1][O:2][C:3]1[CH:10]=[C:9]([O:11][CH3:12])[CH:8]=[CH:7][C:4]=1[CH:5]=O.[CH:13]1[N:17]=[C:16]([NH2:18])[S:15][CH:14]=1.[BH4-].[Na+].CO. The catalyst is ClC(Cl)C.N1CCCCC1. The product is [CH3:1][O:2][C:3]1[CH:10]=[C:9]([O:11][CH3:12])[CH:8]=[CH:7][C:4]=1[CH2:5][NH:18][C:16]1[S:15][CH:14]=[CH:13][N:17]=1. The yield is 0.640. (2) The reactants are N1C=CC=CC=1.[C:7]([C:9]1[CH:10]=[C:11]2[C:15](=[CH:16][CH:17]=1)[NH:14][C:13](=[O:18])[C:12]2(O)[C:19]1[C:20]([O:25][CH2:26][CH3:27])=[N:21][CH:22]=[CH:23][CH:24]=1)#[N:8].S(Cl)([Cl:31])=O.ClCCl.CO. The catalyst is ClCCl. The product is [Cl:31][C:12]1([C:19]2[C:20]([O:25][CH2:26][CH3:27])=[N:21][CH:22]=[CH:23][CH:24]=2)[C:11]2[C:15](=[CH:16][CH:17]=[C:9]([C:7]#[N:8])[CH:10]=2)[NH:14][C:13]1=[O:18]. The yield is 0.890.